Dataset: Peptide-MHC class I binding affinity with 185,985 pairs from IEDB/IMGT. Task: Regression. Given a peptide amino acid sequence and an MHC pseudo amino acid sequence, predict their binding affinity value. This is MHC class I binding data. The peptide sequence is GSCVYNMMGK. The MHC is HLA-A11:01 with pseudo-sequence HLA-A11:01. The binding affinity (normalized) is 0.699.